Dataset: CYP2C19 inhibition data for predicting drug metabolism from PubChem BioAssay. Task: Regression/Classification. Given a drug SMILES string, predict its absorption, distribution, metabolism, or excretion properties. Task type varies by dataset: regression for continuous measurements (e.g., permeability, clearance, half-life) or binary classification for categorical outcomes (e.g., BBB penetration, CYP inhibition). Dataset: cyp2c19_veith. (1) The drug is C/C(CCN1CCCCc2nc(C)c(C)cc21)=N\OC[C@@H](O)[C@@H]1O[C@@H]2OC(C)(C)O[C@@H]2[C@H]1O. The result is 0 (non-inhibitor). (2) The compound is O=C1C(=O)N(Cc2ccc(Cl)c(Cl)c2)c2ccccc21. The result is 0 (non-inhibitor). (3) The drug is Nc1nccc(Nc2ccc(S(N)(=O)=O)cc2)n1. The result is 0 (non-inhibitor). (4) The molecule is COCCn1c(=O)c(-c2ccccc2)nc2cncnc21. The result is 0 (non-inhibitor).